Predict the product of the given reaction. From a dataset of Forward reaction prediction with 1.9M reactions from USPTO patents (1976-2016). (1) Given the reactants [F:1][C:2]1[CH:10]=[CH:9][C:8]2[NH:7][C:6]3[C:11]([C:24]#[N:25])=[CH:12][N:13]=[C:14]([NH:15][C@@H:16]4[CH2:21][CH2:20][C:19](=[O:22])[CH2:18][C@H:17]4[CH3:23])[C:5]=3[C:4]=2[CH:3]=1.[BH4-].[Na+].[Cl-].[NH4+], predict the reaction product. The product is: [F:1][C:2]1[CH:10]=[CH:9][C:8]2[NH:7][C:6]3[C:11]([C:24]#[N:25])=[CH:12][N:13]=[C:14]([NH:15][C@@H:16]4[CH2:21][CH2:20][C@@H:19]([OH:22])[CH2:18][C@H:17]4[CH3:23])[C:5]=3[C:4]=2[CH:3]=1. (2) Given the reactants [CH3:1][O:2][C:3]1[CH:4]=[C:5]2[C:10](=[CH:11][C:12]=1[O:13][CH3:14])[N:9]=[CH:8][N:7]=[C:6]2[S:15][C:16]1[CH:17]=[C:18]([CH:20]=[CH:21][CH:22]=1)[NH2:19].[C:23]([C:27]1[CH:31]=[C:30]([NH:32][C:33](=O)[O:34]C2C=CC=CC=2)[N:29]([C:42]2[CH:47]=[CH:46][C:45]([C:48]#[N:49])=[CH:44][CH:43]=2)[N:28]=1)([CH3:26])([CH3:25])[CH3:24], predict the reaction product. The product is: [C:23]([C:27]1[CH:31]=[C:30]([NH:32][C:33]([NH:19][C:18]2[CH:20]=[CH:21][CH:22]=[C:16]([S:15][C:6]3[C:5]4[C:10](=[CH:11][C:12]([O:13][CH3:14])=[C:3]([O:2][CH3:1])[CH:4]=4)[N:9]=[CH:8][N:7]=3)[CH:17]=2)=[O:34])[N:29]([C:42]2[CH:43]=[CH:44][C:45]([C:48]#[N:49])=[CH:46][CH:47]=2)[N:28]=1)([CH3:26])([CH3:24])[CH3:25]. (3) Given the reactants [OH-].[Na+].O.[NH2:4][C:5]1[C:10]([OH:11])=[CH:9][CH:8]=[CH:7][N:6]=1.[CH:12]1([CH2:18]Br)[CH2:17][CH2:16][CH2:15][CH2:14][CH2:13]1, predict the reaction product. The product is: [CH:12]1([CH2:18][O:11][C:10]2[C:5]([NH2:4])=[N:6][CH:7]=[CH:8][CH:9]=2)[CH2:17][CH2:16][CH2:15][CH2:14][CH2:13]1. (4) The product is: [CH2:51]([O:58][CH2:59][C@H:60]([C@H:61]1[O:65][C:64](=[O:66])[C@H:63]([CH3:67])[CH2:62]1)[OH:34])[C:52]1[CH:57]=[CH:56][CH:55]=[CH:54][CH:53]=1. Given the reactants B([O-])([O-])[O-].B([O-])([O-])[O-].B([O-])([O-])[O-].B([O-])([O-])[O-].[Na+].[Na+].[Na+].[Na+].[Na+].[Na+].[Na+].[Na+].[Na+].[Na+].[Na+].[Na+].C(N(CC(O)=O)CC(O)=O)CN(CC([O-])=O)CC([O-])=[O:34].[Na+].[Na+].[CH2:51]([O:58][CH2:59]/[CH:60]=[CH:61]/[CH2:62][C@@H:63]([CH3:67])[C:64]([OH:66])=[O:65])[C:52]1[CH:57]=[CH:56][CH:55]=[CH:54][CH:53]=1.COCOC.C(=O)([O-])[O-].[K+].[K+], predict the reaction product. (5) Given the reactants [F:1][C:2]1[CH:7]=[CH:6][C:5]([C:8]2[O:12][C:11]([CH:13]3[CH2:18][CH2:17][N:16](C(OC(C)(C)C)=O)[CH2:15][CH2:14]3)=[N:10][N:9]=2)=[CH:4][CH:3]=1.[ClH:26].[OH-].[Na+:28], predict the reaction product. The product is: [F:1][C:2]1[CH:7]=[CH:6][C:5]([C:8]2[O:12][C:11]([CH:13]3[CH2:18][CH2:17][NH:16][CH2:15][CH2:14]3)=[N:10][N:9]=2)=[CH:4][CH:3]=1.[Na+:28].[Cl-:26]. (6) Given the reactants [CH2:1]([O:8][C:9]([N:11]1[CH2:15][CH2:14][CH2:13][C@H:12]1[C:16]1[NH:20][C:19]2[CH:21]=[CH:22][C:23](B3OC(C)(C)C(C)(C)O3)=[CH:24][C:18]=2[N:17]=1)=[O:10])[C:2]1[CH:7]=[CH:6][CH:5]=[CH:4][CH:3]=1.Br[C:35]1[CH:36]=[C:37]([CH:44]=[CH:45][CH:46]=1)[C:38]([NH:40][CH:41]1[CH2:43][CH2:42]1)=[O:39].CN(C=O)C, predict the reaction product. The product is: [CH2:1]([O:8][C:9]([N:11]1[CH2:15][CH2:14][CH2:13][C@H:12]1[C:16]1[NH:20][C:19]2[CH:21]=[CH:22][C:23]([C:45]3[CH:46]=[CH:35][CH:36]=[C:37]([C:38](=[O:39])[NH:40][CH:41]4[CH2:43][CH2:42]4)[CH:44]=3)=[CH:24][C:18]=2[N:17]=1)=[O:10])[C:2]1[CH:3]=[CH:4][CH:5]=[CH:6][CH:7]=1. (7) Given the reactants [CH3:1][O:2][C:3]([CH:5]1[CH2:10][CH2:9][CH2:8][CH:7]([C:11](=[O:19])[C:12]2[CH:17]=[CH:16][C:15](Br)=[CH:14][CH:13]=2)[CH2:6]1)=[O:4].[NH2:20][C:21]1[CH:26]=[CH:25][C:24](B(O)O)=[CH:23][CH:22]=1, predict the reaction product. The product is: [CH3:1][O:2][C:3]([CH:5]1[CH2:10][CH2:9][CH2:8][CH:7]([C:11]([C:12]2[CH:17]=[CH:16][C:15]([C:24]3[CH:25]=[CH:26][C:21]([NH2:20])=[CH:22][CH:23]=3)=[CH:14][CH:13]=2)=[O:19])[CH2:6]1)=[O:4].